The task is: Predict the reaction yield, written as a fraction of the theoretical maximum amount of product (1.0 means a 100% yield; for example, 0.34 means a 34% yield).. This data is from Reaction yield outcomes from USPTO patents with 853,638 reactions. The reactants are C([O:4][C@@H:5]([C:12](=[O:59])[NH:13][C:14]1[CH:19]=[CH:18][CH:17]=[C:16]([C:20]2[C:28]3[C:23](=[CH:24][CH:25]=[C:26]([C:29]4[N:33]=[CH:32][N:31](C(C5C=CC=CC=5)(C5C=CC=CC=5)C5C=CC=CC=5)[N:30]=4)[CH:27]=3)[N:22](C3CCCCO3)[N:21]=2)[CH:15]=1)[C:6]1[CH:11]=[CH:10][CH:9]=[CH:8][CH:7]=1)(=O)C.C([O-])(O)=O.[Na+]. The catalyst is Cl.O1CCOCC1. The product is [NH:31]1[CH:32]=[N:33][C:29]([C:26]2[CH:27]=[C:28]3[C:23](=[CH:24][CH:25]=2)[NH:22][N:21]=[C:20]3[C:16]2[CH:15]=[C:14]([NH:13][C:12](=[O:59])[C@H:5]([OH:4])[C:6]3[CH:7]=[CH:8][CH:9]=[CH:10][CH:11]=3)[CH:19]=[CH:18][CH:17]=2)=[N:30]1. The yield is 0.350.